From a dataset of Catalyst prediction with 721,799 reactions and 888 catalyst types from USPTO. Predict which catalyst facilitates the given reaction. (1) Reactant: Br.[NH2:2][C:3]1[C:11]([OH:12])=[CH:10][CH:9]=[CH:8][C:4]=1[C:5]([OH:7])=[O:6].[CH:13]1([C:19](Cl)=O)[CH2:18][CH2:17][CH2:16][CH2:15][CH2:14]1.C(N(CC)CC)C.O.C1(C)C=CC(S(O)(=O)=O)=CC=1. Product: [CH:13]1([C:19]2[O:12][C:11]3[C:3](=[C:4]([C:5]([OH:7])=[O:6])[CH:8]=[CH:9][CH:10]=3)[N:2]=2)[CH2:18][CH2:17][CH2:16][CH2:15][CH2:14]1. The catalyst class is: 46. (2) Reactant: [OH:1][CH2:2][C@@H:3]1[CH2:8][CH2:7][CH2:6][CH2:5][N:4]1[C:9]([C:11]1[CH:12]=[N:13][C:14]([CH3:17])=[CH:15][CH:16]=1)=[O:10].[OH:18][C:19]1[CH:26]=[CH:25][CH:24]=[C:23](O)[C:20]=1[CH:21]=[O:22].C1(P(C2C=CC=CC=2)C2C=CC=CC=2)C=CC=CC=1.CC(OC(/N=N/C(OC(C)C)=O)=O)C. Product: [OH:18][C:19]1[CH:26]=[CH:25][CH:24]=[C:23]([O:1][CH2:2][C@@H:3]2[CH2:8][CH2:7][CH2:6][CH2:5][N:4]2[C:9](=[O:10])[C:11]2[CH:16]=[CH:15][C:14]([CH3:17])=[N:13][CH:12]=2)[C:20]=1[CH:21]=[O:22]. The catalyst class is: 1. (3) Reactant: [C:1]([O:5][C:6](=[O:15])[NH:7][C@H:8]([CH2:13][OH:14])[CH2:9][CH2:10][CH2:11]O)([CH3:4])([CH3:3])[CH3:2].C(C=P(CCCC)(CCCC)CCCC)#N. Product: [C:1]([O:5][C:6](=[O:15])[NH:7][C@H:8]1[CH2:9][CH2:10][CH2:11][O:14][CH2:13]1)([CH3:4])([CH3:3])[CH3:2]. The catalyst class is: 48. (4) Reactant: [Br:1][C:2]1[CH:9]=[C:8]([F:10])[CH:7]=[CH:6][C:3]=1[CH:4]=O.[CH3:11][NH:12][CH3:13].C(O)(=O)C.C(O[BH-](OC(=O)C)OC(=O)C)(=O)C.[Na+]. Product: [Br:1][C:2]1[CH:9]=[C:8]([F:10])[CH:7]=[CH:6][C:3]=1[CH2:4][N:12]([CH3:13])[CH3:11]. The catalyst class is: 2. (5) Reactant: [Sn](Cl)(Cl)(Cl)Cl.[S:6]1[CH:10]=[CH:9][C:8]2[CH:11]=[C:12]([C:15]3(O)[C:24]4[C:19](=[CH:20][CH:21]=[CH:22][CH:23]=4)[CH2:18][N:17]([CH3:25])[CH2:16]3)[CH:13]=[CH:14][C:7]1=2.C[Si]([C:31]#[N:32])(C)C.C(=O)([O-])[O-].[K+].[K+].O.[F-].[K+]. Product: [S:6]1[CH:10]=[CH:9][C:8]2[CH:11]=[C:12]([C:15]3([C:31]#[N:32])[C:24]4[C:19](=[CH:20][CH:21]=[CH:22][CH:23]=4)[CH2:18][N:17]([CH3:25])[CH2:16]3)[CH:13]=[CH:14][C:7]1=2. The catalyst class is: 46. (6) Reactant: [CH2:1]([NH:8][C:9]1[C:14]([NH2:15])=[C:13]([NH:16][CH2:17][C:18]2[CH:23]=[CH:22][CH:21]=[CH:20][CH:19]=2)[CH:12]=[C:11]([C:24]([F:27])([F:26])[F:25])[N:10]=1)[C:2]1[CH:7]=[CH:6][CH:5]=[CH:4][CH:3]=1.O.CCCCCCC.C[CH2:37][O:38]C(C)=O. Product: [CH2:17]([N:16]1[C:13]2[CH:12]=[C:11]([C:24]([F:27])([F:26])[F:25])[N:10]=[C:9]([NH:8][CH2:1][C:2]3[CH:7]=[CH:6][CH:5]=[CH:4][CH:3]=3)[C:14]=2[NH:15][C:37]1=[O:38])[C:18]1[CH:19]=[CH:20][CH:21]=[CH:22][CH:23]=1. The catalyst class is: 237.